This data is from Reaction yield outcomes from USPTO patents with 853,638 reactions. The task is: Predict the reaction yield, written as a fraction of the theoretical maximum amount of product (1.0 means a 100% yield; for example, 0.34 means a 34% yield). The reactants are [CH2:1]([NH:8][C@@H:9]([CH2:13][OH:14])[C:10]([OH:12])=[O:11])[C:2]1[CH:7]=[CH:6][CH:5]=[CH:4][CH:3]=1.C(=O)([O-])[O-].[K+].[K+].Cl[CH2:22][C:23](Cl)=[O:24].[OH-].[Na+]. The catalyst is O1CCCC1.C(OCC)C. The product is [CH2:1]([N:8]1[C:23](=[O:24])[CH2:22][O:14][CH2:13][C@H:9]1[C:10]([OH:12])=[O:11])[C:2]1[CH:7]=[CH:6][CH:5]=[CH:4][CH:3]=1. The yield is 0.600.